Dataset: Reaction yield outcomes from USPTO patents with 853,638 reactions. Task: Predict the reaction yield, written as a fraction of the theoretical maximum amount of product (1.0 means a 100% yield; for example, 0.34 means a 34% yield). (1) The reactants are [H-].[Na+].[N+:3]([C:6]1[CH:12]=[CH:11][CH:10]=[CH:9][C:7]=1[NH2:8])([O-:5])=[O:4].[CH3:13][C:14]1[CH:21]=[CH:20][C:19]([CH3:22])=[CH:18][C:15]=1[CH2:16]Br. The catalyst is CN(C=O)C. The product is [CH3:13][C:14]1[CH:21]=[CH:20][C:19]([CH3:22])=[CH:18][C:15]=1[CH2:16][NH:8][C:7]1[CH:9]=[CH:10][CH:11]=[CH:12][C:6]=1[N+:3]([O-:5])=[O:4]. The yield is 0.540. (2) The catalyst is CCOCC.O. The yield is 0.930. The reactants are [CH:1]1([CH2:7][C:8](OC)=[O:9])[CH2:6][CH2:5][CH2:4][CH2:3][CH2:2]1.CC(C[AlH]CC(C)C)C.O.O.O.O.C(C(C(C([O-])=O)O)O)([O-])=O.[Na+].[K+]. The product is [CH:1]1([CH2:7][CH:8]=[O:9])[CH2:6][CH2:5][CH2:4][CH2:3][CH2:2]1. (3) The reactants are [C:1]([N:9]1[CH2:22][CH2:21][C:20]2[C:19]3[CH:18]=[C:17](Br)[CH:16]=[CH:15][C:14]=3[NH:13][C:12]=2[CH2:11][CH2:10]1)(=[O:8])[C:2]1[CH:7]=[CH:6][CH:5]=[CH:4][CH:3]=1.N#N.[CH3:26][O:27][C:28]1[CH:33]=[CH:32][C:31](B2OB([C:31]3[CH:32]=[CH:33][C:28]([O:27][CH3:26])=[CH:29][C:30]=3[CH3:58])OB([C:31]3[CH:32]=[CH:33][C:28]([O:27][CH3:26])=[CH:29][C:30]=3[CH3:58])O2)=[C:30]([CH3:58])[CH:29]=1.C([O-])([O-])=O.[Na+].[Na+]. The catalyst is COCCOC.CO. The product is [C:1]([N:9]1[CH2:22][CH2:21][C:20]2[C:19]3[CH:18]=[C:17]([C:31]4[CH:32]=[CH:33][C:28]([O:27][CH3:26])=[CH:29][C:30]=4[CH3:58])[CH:16]=[CH:15][C:14]=3[NH:13][C:12]=2[CH2:11][CH2:10]1)(=[O:8])[C:2]1[CH:7]=[CH:6][CH:5]=[CH:4][CH:3]=1. The yield is 0.370. (4) The product is [OH:11][CH2:10][C@H:9]([NH:8][C:20](=[O:26])[C:21]([OH:23])=[O:22])[CH2:12][C:13]1[CH:18]=[CH:17][CH:16]=[CH:15][CH:14]=1. The catalyst is ClCCl.O. The reactants are C(N(CC)CC)C.[NH2:8][C@H:9]([CH2:12][C:13]1[CH:18]=[CH:17][CH:16]=[CH:15][CH:14]=1)[CH2:10][OH:11].Cl[C:20](=[O:26])[C:21]([O:23]CC)=[O:22].[OH-].[Na+].Cl. The yield is 0.910. (5) The reactants are CCN(C(C)C)C(C)C.[CH2:10]([O:17][C:18]([N:20]([CH2:22][CH2:23][OH:24])[CH3:21])=[O:19])[C:11]1[CH:16]=[CH:15][CH:14]=[CH:13][CH:12]=1. The catalyst is ClCCl. The product is [CH2:10]([O:17][C:18]([N:20]([CH2:22][CH:23]=[O:24])[CH3:21])=[O:19])[C:11]1[CH:16]=[CH:15][CH:14]=[CH:13][CH:12]=1. The yield is -1.00. (6) The reactants are [F:1][C:2]([F:20])([F:19])[O:3][C:4]1[CH:9]=[CH:8][C:7]([C:10]2[O:14][N:13]=[C:12]([C:15]([NH:17][NH2:18])=O)[CH:11]=2)=[CH:6][CH:5]=1.Cl.[C:22](=N)([NH2:24])[CH3:23].[OH-].[Na+]. The catalyst is C1COCC1. The product is [CH3:23][C:22]1[N:24]=[C:15]([C:12]2[CH:11]=[C:10]([C:7]3[CH:8]=[CH:9][C:4]([O:3][C:2]([F:20])([F:19])[F:1])=[CH:5][CH:6]=3)[O:14][N:13]=2)[NH:17][N:18]=1. The yield is 0.443.